Dataset: hERG Central: cardiac toxicity at 1µM, 10µM, and general inhibition. Task: Predict hERG channel inhibition at various concentrations. (1) The drug is COc1ccc(Cl)cc1NC(=O)C(C)N1CCN(C/C=C/c2ccccc2)CC1.O=C(O)C(=O)O. Results: hERG_inhib (hERG inhibition (general)): blocker. (2) The drug is COc1ccc2nc(/C=N/NC(=O)[C@H](CCSC)NC(=O)OC(C)(C)C)ccc2c1. Results: hERG_inhib (hERG inhibition (general)): blocker. (3) The compound is Cc1cccc(C(=O)N2CCCC(CCC(=O)N3CCN(c4ccccn4)CC3)C2)c1. Results: hERG_inhib (hERG inhibition (general)): blocker. (4) The drug is Cc1ccc(N2CCN(C(=O)Nc3cccc([N+](=O)[O-])c3)CC2C)cc1. Results: hERG_inhib (hERG inhibition (general)): blocker. (5) The drug is Cc1nn2c(NCCOCCO)c3c(nc2c1-c1ccccc1)CCCC3. Results: hERG_inhib (hERG inhibition (general)): blocker.